From a dataset of CYP3A4 inhibition data for predicting drug metabolism from PubChem BioAssay. Regression/Classification. Given a drug SMILES string, predict its absorption, distribution, metabolism, or excretion properties. Task type varies by dataset: regression for continuous measurements (e.g., permeability, clearance, half-life) or binary classification for categorical outcomes (e.g., BBB penetration, CYP inhibition). Dataset: cyp3a4_veith. (1) The molecule is COC(=O)[C@@]1(Cc2ccc(OC)cc2)[C@H]2c3cc(C(=O)N4CCCC4)n(Cc4ccsc4Br)c3C[C@H]2CN1C(=O)c1ccccc1. The result is 1 (inhibitor). (2) The compound is CCCc1cc2c(cc1NC(=O)c1ccccc1Cl)OCO2. The result is 1 (inhibitor).